Dataset: Full USPTO retrosynthesis dataset with 1.9M reactions from patents (1976-2016). Task: Predict the reactants needed to synthesize the given product. The reactants are: [NH2:1][C:2]1[C:6]([C:7]([NH:9][CH2:10][CH3:11])=[O:8])=[CH:5][N:4]([C:12]2[CH:13]=[N:14][CH:15]=[CH:16][CH:17]=2)[N:3]=1.[C:18]1(C)C=CC(S(O)(=O)=O)=CC=1.C(OCC)(OCC)OCC. Given the product [CH2:10]([N:9]1[C:7](=[O:8])[C:6]2=[CH:5][N:4]([C:12]3[CH:13]=[N:14][CH:15]=[CH:16][CH:17]=3)[N:3]=[C:2]2[N:1]=[CH:18]1)[CH3:11], predict the reactants needed to synthesize it.